From a dataset of Reaction yield outcomes from USPTO patents with 853,638 reactions. Predict the reaction yield, written as a fraction of the theoretical maximum amount of product (1.0 means a 100% yield; for example, 0.34 means a 34% yield). (1) The reactants are [CH2:1]([O:3][C:4](=[O:22])[C:5]1[CH:10]=[CH:9][CH:8]=[C:7]([C:11]2[C:20]3[C:15](=[CH:16][CH:17]=[C:18](Br)[CH:19]=3)[N:14]=[CH:13][N:12]=2)[CH:6]=1)[CH3:2].[CH3:23][O:24][C:25]1[CH:30]=[CH:29][C:28](B(O)O)=[CH:27][N:26]=1.COCCOC.C([O-])([O-])=O.[Na+].[Na+]. The catalyst is C(Cl)Cl.C1C=CC([P]([Pd]([P](C2C=CC=CC=2)(C2C=CC=CC=2)C2C=CC=CC=2)([P](C2C=CC=CC=2)(C2C=CC=CC=2)C2C=CC=CC=2)[P](C2C=CC=CC=2)(C2C=CC=CC=2)C2C=CC=CC=2)(C2C=CC=CC=2)C2C=CC=CC=2)=CC=1. The product is [CH2:1]([O:3][C:4](=[O:22])[C:5]1[CH:10]=[CH:9][CH:8]=[C:7]([C:11]2[C:20]3[C:15](=[CH:16][CH:17]=[C:18]([C:28]4[CH:27]=[N:26][C:25]([O:24][CH3:23])=[CH:30][CH:29]=4)[CH:19]=3)[N:14]=[CH:13][N:12]=2)[CH:6]=1)[CH3:2]. The yield is 0.880. (2) The reactants are Cl.[NH2:2][OH:3].[OH-:4].[Na+].CO[C:8]1[CH:9]=[C:10]([CH:13]=[CH:14][CH:15]=1)[C:11]#[N:12].[CH2:16](O)C. No catalyst specified. The product is [OH:3][NH:2][C:11](=[NH:12])[C:10]1[CH:13]=[CH:14][CH:15]=[C:8]([O:4][CH3:16])[CH:9]=1. The yield is 0.520. (3) The reactants are [F:1][C:2]1[CH:7]=[CH:6][CH:5]=[CH:4][C:3]=1[N:8]1[C:12]([C:13]2[CH:18]=[CH:17][CH:16]=[CH:15][C:14]=2[C:19]2[CH:24]=[CH:23][CH:22]=[CH:21][C:20]=2[OH:25])=[N:11][N:10]=[N:9]1.[CH3:26]OC1C=CC=CC=1B(O)O. No catalyst specified. The product is [F:1][C:2]1[CH:7]=[CH:6][CH:5]=[CH:4][C:3]=1[N:8]1[C:12]([C:13]2[CH:18]=[CH:17][CH:16]=[CH:15][C:14]=2[C:19]2[CH:24]=[CH:23][CH:22]=[CH:21][C:20]=2[O:25][CH3:26])=[N:11][N:10]=[N:9]1. The yield is 0.520. (4) The reactants are [CH3:1][O:2][CH2:3][C@H:4]([CH3:35])[O:5][C:6]1[CH:7]=[C:8]([C:23]2[NH:27][C:26]([C:28]3[O:29][CH:30]([CH2:33]O)[CH2:31][N:32]=3)=[CH:25][CH:24]=2)[CH:9]=[C:10]([O:12][C:13]2[CH:18]=[CH:17][C:16]([S:19]([CH3:22])(=[O:21])=[O:20])=[CH:15][CH:14]=2)[CH:11]=1.COCCN(S(F)(F)[F:46])CCOC.C(=O)([O-])O.[Na+]. The catalyst is ClCCl. The product is [F:46][CH2:33][CH:30]1[O:29][C:28]([C:26]2[NH:27][C:23]([C:8]3[CH:9]=[C:10]([O:12][C:13]4[CH:18]=[CH:17][C:16]([S:19]([CH3:22])(=[O:21])=[O:20])=[CH:15][CH:14]=4)[CH:11]=[C:6]([O:5][C@@H:4]([CH3:35])[CH2:3][O:2][CH3:1])[CH:7]=3)=[CH:24][CH:25]=2)=[N:32][CH2:31]1. The yield is 0.610. (5) The product is [S:1]1[C:5]2[CH:6]=[CH:7][CH:8]=[CH:9][C:4]=2[N:3]=[C:2]1[CH2:10][CH2:11][CH2:12][C:13]([O:15][CH3:17])=[O:14]. The reactants are [S:1]1[C:5]2[CH:6]=[CH:7][CH:8]=[CH:9][C:4]=2[N:3]=[C:2]1[CH2:10][CH2:11][CH2:12][C:13]([OH:15])=[O:14].Cl.[CH3:17]O. No catalyst specified. The yield is 0.730. (6) The reactants are Cl.[Cl:2][C:3]1[CH:23]=[CH:22][C:6]([CH2:7][C:8]2[N:9]=[C:10]([C:16]3[CH:21]=[CH:20][N:19]=[CH:18][CH:17]=3)[S:11][C:12]=2[C:13](=[NH:15])[NH2:14])=[CH:5][CH:4]=1.C(=O)([O-])[O-].[Na+].[Na+].Br[CH2:31][C:32](=O)[CH2:33][N:34]1[C:42](=[O:43])[C:41]2[C:36](=[CH:37][CH:38]=[CH:39][CH:40]=2)[C:35]1=[O:44]. The catalyst is CN(C=O)C.C(OCC)(=O)C.O. The product is [Cl:2][C:3]1[CH:4]=[CH:5][C:6]([CH2:7][C:8]2[N:9]=[C:10]([C:16]3[CH:21]=[CH:20][N:19]=[CH:18][CH:17]=3)[S:11][C:12]=2[C:13]2[NH:14][CH:31]=[C:32]([CH2:33][N:34]3[C:42](=[O:43])[C:41]4[C:36](=[CH:37][CH:38]=[CH:39][CH:40]=4)[C:35]3=[O:44])[N:15]=2)=[CH:22][CH:23]=1. The yield is 0.300. (7) The reactants are Cl[C:2]1[N:7]=[C:6]([NH:8][C:9]2[C:18]([CH3:19])=[CH:17][CH:16]=[CH:15][C:10]=2[C:11]([NH:13][CH3:14])=[O:12])[C:5]([Cl:20])=[CH:4][N:3]=1.[NH2:21][C:22]1[CH:23]=[CH:24][C:25]2[CH2:31][CH2:30][CH2:29][NH:28][C:27](=[O:32])[C:26]=2[CH:33]=1.CC1(C)[C@]2(CS(O)(=O)=O)C(C[C@H]1CC2)=O. The catalyst is C(O)(C)C. The product is [Cl:20][C:5]1[C:6]([NH:8][C:9]2[C:18]([CH3:19])=[CH:17][CH:16]=[CH:15][C:10]=2[C:11]([NH:13][CH3:14])=[O:12])=[N:7][C:2]([NH:21][C:22]2[CH:23]=[CH:24][C:25]3[CH2:31][CH2:30][CH2:29][NH:28][C:27](=[O:32])[C:26]=3[CH:33]=2)=[N:3][CH:4]=1. The yield is 0.170. (8) The reactants are C(OC([NH:8][C@@H:9]([CH2:18]/[CH:19]=[CH:20]/[C:21]1[CH:26]=[CH:25][C:24]([NH:27][C:28](=[O:57])[C:29]2[CH:34]=[CH:33][C:32]([NH:35][C:36]3[N:45]=[CH:44][C:43]4[N:42]([CH3:46])[C:41](=[O:47])[C@@H:40]([CH2:48][CH3:49])[N:39]([CH:50]5[CH2:54][CH2:53][CH2:52][CH2:51]5)[C:38]=4[N:37]=3)=[C:31]([O:55][CH3:56])[CH:30]=2)=[CH:23][CH:22]=1)[C:10]([O:12][CH:13]1[CH2:17][CH2:16][CH2:15][CH2:14]1)=[O:11])=O)(C)(C)C.Cl.O1CCOCC1. The catalyst is C(Cl)Cl. The product is [NH2:8][C@@H:9]([CH2:18]/[CH:19]=[CH:20]/[C:21]1[CH:22]=[CH:23][C:24]([NH:27][C:28](=[O:57])[C:29]2[CH:34]=[CH:33][C:32]([NH:35][C:36]3[N:45]=[CH:44][C:43]4[N:42]([CH3:46])[C:41](=[O:47])[C@@H:40]([CH2:48][CH3:49])[N:39]([CH:50]5[CH2:51][CH2:52][CH2:53][CH2:54]5)[C:38]=4[N:37]=3)=[C:31]([O:55][CH3:56])[CH:30]=2)=[CH:25][CH:26]=1)[C:10]([O:12][CH:13]1[CH2:14][CH2:15][CH2:16][CH2:17]1)=[O:11]. The yield is 0.100. (9) The product is [OH:19][C:15]1[CH:16]=[CH:4][C:3]([C:22]2[NH:23][C:4](=[O:6])[C:3]3[C:2]([CH:1]=2)=[CH:10][C:9]([O:11][CH3:12])=[CH:8][C:7]=3[O:13][CH3:14])=[CH:2][CH:1]=1. The catalyst is C(Cl)Cl. The yield is 0.430. The reactants are [CH3:1][C:2]1[CH:10]=[C:9]([O:11][CH3:12])[CH:8]=[C:7]([O:13][CH3:14])[C:3]=1[C:4]([OH:6])=O.[C:15](Cl)(=[O:19])[C:16](Cl)=O.Cl.[CH3:22][NH2:23]. (10) The reactants are [Br:1][C:2]1[CH:7]=[CH:6][C:5](/[CH:8]=[CH:9]/[CH2:10][OH:11])=[CH:4][CH:3]=1.[Cr](O[Cr]([O-])(=O)=O)([O-])(=O)=O.[NH+]1C=CC=CC=1.[NH+]1C=CC=CC=1.CCCCCC. The catalyst is ClCCl. The product is [Br:1][C:2]1[CH:3]=[CH:4][C:5](/[CH:8]=[CH:9]/[CH:10]=[O:11])=[CH:6][CH:7]=1. The yield is 0.670.